Dataset: Reaction yield outcomes from USPTO patents with 853,638 reactions. Task: Predict the reaction yield, written as a fraction of the theoretical maximum amount of product (1.0 means a 100% yield; for example, 0.34 means a 34% yield). (1) The reactants are [CH3:1][C:2]1[C:6]([CH2:7][N:8]2[CH:12]=[C:11]([N+:13]([O-])=O)[N:10]=[CH:9]2)=[C:5]([CH3:16])[O:4][N:3]=1.[H][H]. The catalyst is [Pd].CO. The product is [CH3:1][C:2]1[C:6]([CH2:7][N:8]2[CH:12]=[C:11]([NH2:13])[N:10]=[CH:9]2)=[C:5]([CH3:16])[O:4][N:3]=1. The yield is 0.930. (2) The reactants are [Cl:1][C:2]1[CH:3]=[C:4]2[C:12](=[C:13]([N+:15]([O-])=O)[CH:14]=1)[NH:11][C:10]1[CH:9]=[N:8][CH:7]=[C:6]([F:18])[C:5]2=1.C([O-])=O.[NH4+].C(=O)(O)[O-].[Na+].[Cl-].[Na+]. The catalyst is C(O)C.CO. The product is [Cl:1][C:2]1[CH:3]=[C:4]2[C:12](=[C:13]([NH2:15])[CH:14]=1)[NH:11][C:10]1[CH:9]=[N:8][CH:7]=[C:6]([F:18])[C:5]2=1. The yield is 0.700. (3) The reactants are [CH2:1]([O:8][C:9]1[CH:18]=[C:17]2[C:12]([C:13](O)=[C:14]([NH:19][C:20](=O)[CH2:21][CH2:22][CH3:23])[CH:15]=[N:16]2)=[CH:11][CH:10]=1)[C:2]1[CH:7]=[CH:6][CH:5]=[CH:4][CH:3]=1.P12(SP3(SP(SP(S3)(S1)=S)(=S)S2)=S)=[S:27].N1C=CC=CC=1. The product is [CH2:1]([O:8][C:9]1[CH:10]=[CH:11][C:12]2[C:13]3[S:27][C:20]([CH2:21][CH2:22][CH3:23])=[N:19][C:14]=3[CH:15]=[N:16][C:17]=2[CH:18]=1)[C:2]1[CH:7]=[CH:6][CH:5]=[CH:4][CH:3]=1. The yield is 0.590. The catalyst is CCCCCCC. (4) The reactants are Cl[C:2]1[N:6]([CH3:7])[C:5]2[C:8]([N:12]3[C:16]([CH3:17])=[CH:15][CH:14]=[C:13]3[CH3:18])=[CH:9][CH:10]=[CH:11][C:4]=2[N:3]=1.[Br:19][C:20]1[CH:26]=[C:25]([CH3:27])[C:23]([NH2:24])=[C:22]([O:28][CH3:29])[CH:21]=1.C(=O)([O-])O.[Na+]. No catalyst specified. The product is [Br:19][C:20]1[CH:26]=[C:25]([CH3:27])[C:23]([NH:24][C:2]2[N:6]([CH3:7])[C:5]3[C:8]([N:12]4[C:16]([CH3:17])=[CH:15][CH:14]=[C:13]4[CH3:18])=[CH:9][CH:10]=[CH:11][C:4]=3[N:3]=2)=[C:22]([O:28][CH3:29])[CH:21]=1. The yield is 0.350. (5) The reactants are [F:1][C:2]1[CH:3]=[C:4]2[C:8](=[CH:9][CH:10]=1)[NH:7][C:6](=[O:11])[CH2:5]2.[Li+].C[Si]([N-][Si](C)(C)C)(C)C.C1COCC1.[CH3:27][C:28]1([CH3:47])[C:36]2[C:31](=[CH:32][CH:33]=[C:34]([O:37][CH2:38][CH2:39][N:40]3[CH2:45][CH2:44][O:43][CH2:42][CH2:41]3)[CH:35]=2)[C:30](=O)[O:29]1. The catalyst is C(COC)OC.CCOC(C)=O. The product is [CH3:27][C:28]1([CH3:47])[C:36]2[C:31](=[CH:32][CH:33]=[C:34]([O:37][CH2:38][CH2:39][N:40]3[CH2:45][CH2:44][O:43][CH2:42][CH2:41]3)[CH:35]=2)[C:30](=[C:5]2[C:4]3[C:8](=[CH:9][CH:10]=[C:2]([F:1])[CH:3]=3)[NH:7][C:6]2=[O:11])[O:29]1. The yield is 0.360. (6) The catalyst is C(Cl)Cl.C(OCC)(=O)C. The yield is 0.710. The product is [F:8][C:9]1[CH:10]=[C:11]([C:19]2[CH2:20][CH2:21][CH2:22][N:23]=2)[C:12]2[O:17][CH2:16][CH2:15][O:14][C:13]=2[CH:18]=1. The reactants are C(O)(C(F)(F)F)=O.[F:8][C:9]1[CH:10]=[C:11]([C:19]2[N:23](C(OC(C)(C)C)=O)[CH2:22][CH2:21][CH:20]=2)[C:12]2[O:17][CH2:16][CH2:15][O:14][C:13]=2[CH:18]=1.